This data is from M1 muscarinic receptor agonist screen with 61,833 compounds. The task is: Binary Classification. Given a drug SMILES string, predict its activity (active/inactive) in a high-throughput screening assay against a specified biological target. The compound is s1c(c2nn(nn2)CC(=O)N2CCc3c(C2)cccc3)ccc1. The result is 0 (inactive).